This data is from Full USPTO retrosynthesis dataset with 1.9M reactions from patents (1976-2016). The task is: Predict the reactants needed to synthesize the given product. (1) The reactants are: [CH3:1][O:2][CH:3]([O:23][CH3:24])[C:4]1[N:13]=[C:12]2[C:7]([CH2:8][CH2:9][CH2:10][N:11]2[C:14]([O:16]C2C=CC=CC=2)=O)=[CH:6][CH:5]=1.[CH3:25][O:26][C:27]1[N:32]=[CH:31][N:30]=[C:29]([NH2:33])[CH:28]=1. Given the product [CH3:24][O:23][CH:3]([O:2][CH3:1])[C:4]1[N:13]=[C:12]2[C:7]([CH2:8][CH2:9][CH2:10][N:11]2[C:14]([NH:33][C:29]2[CH:28]=[C:27]([O:26][CH3:25])[N:32]=[CH:31][N:30]=2)=[O:16])=[CH:6][CH:5]=1, predict the reactants needed to synthesize it. (2) Given the product [CH3:25][O:24][C:7]1[CH:6]=[CH:5][C:4]2[N:3]=[C:2]([NH:34][C:31]3[CH:32]=[N:33][C:28]([O:27][CH3:26])=[CH:29][CH:30]=3)[C:11]3=[N:12][NH:13][CH:14]=[C:10]3[C:9]=2[CH:8]=1, predict the reactants needed to synthesize it. The reactants are: Cl[C:2]1[C:11]2=[N:12][N:13](CC3C=CC(OC)=CC=3)[CH:14]=[C:10]2[C:9]2[CH:8]=[C:7]([O:24][CH3:25])[CH:6]=[CH:5][C:4]=2[N:3]=1.[CH3:26][O:27][C:28]1[N:33]=[CH:32][C:31]([NH2:34])=[CH:30][CH:29]=1.Cl. (3) Given the product [C:13]([O-:32])(=[O:31])[CH2:14][CH2:15][CH2:16][CH2:17][CH2:18][CH2:19][CH2:20]/[CH:21]=[CH:22]\[CH2:23][CH2:24][CH2:25][CH2:26][CH2:27][CH2:28][CH2:29][CH3:30].[Pb+2:8].[C:13]([O-:32])(=[O:31])[CH2:14][CH2:15][CH2:16][CH2:17][CH2:18][CH2:19][CH2:20]/[CH:21]=[CH:22]\[CH2:23][CH2:24][CH2:25][CH2:26][CH2:27][CH2:28][CH2:29][CH3:30], predict the reactants needed to synthesize it. The reactants are: O.O.O.C([O-])(=O)C.[Pb+2:8].C([O-])(=O)C.[C:13]([OH:32])(=[O:31])[CH2:14][CH2:15][CH2:16][CH2:17][CH2:18][CH2:19][CH2:20]/[CH:21]=[CH:22]\[CH2:23][CH2:24][CH2:25][CH2:26][CH2:27][CH2:28][CH2:29][CH3:30].